This data is from NCI-60 drug combinations with 297,098 pairs across 59 cell lines. The task is: Regression. Given two drug SMILES strings and cell line genomic features, predict the synergy score measuring deviation from expected non-interaction effect. (1) Drug 1: CC1=CC=C(C=C1)C2=CC(=NN2C3=CC=C(C=C3)S(=O)(=O)N)C(F)(F)F. Drug 2: CC12CCC3C(C1CCC2OP(=O)(O)O)CCC4=C3C=CC(=C4)OC(=O)N(CCCl)CCCl.[Na+]. Cell line: HS 578T. Synergy scores: CSS=-1.71, Synergy_ZIP=1.80, Synergy_Bliss=2.30, Synergy_Loewe=-1.63, Synergy_HSA=-1.54. (2) Drug 1: CCCS(=O)(=O)NC1=C(C(=C(C=C1)F)C(=O)C2=CNC3=C2C=C(C=N3)C4=CC=C(C=C4)Cl)F. Drug 2: C1=CC(=CC=C1C#N)C(C2=CC=C(C=C2)C#N)N3C=NC=N3. Cell line: U251. Synergy scores: CSS=3.06, Synergy_ZIP=4.31, Synergy_Bliss=-0.139, Synergy_Loewe=-0.290, Synergy_HSA=-0.543. (3) Drug 1: CS(=O)(=O)CCNCC1=CC=C(O1)C2=CC3=C(C=C2)N=CN=C3NC4=CC(=C(C=C4)OCC5=CC(=CC=C5)F)Cl. Drug 2: CC1CCCC2(C(O2)CC(NC(=O)CC(C(C(=O)C(C1O)C)(C)C)O)C(=CC3=CSC(=N3)C)C)C. Cell line: CAKI-1. Synergy scores: CSS=40.7, Synergy_ZIP=1.62, Synergy_Bliss=5.03, Synergy_Loewe=-5.43, Synergy_HSA=7.54. (4) Drug 1: C1=NC2=C(N1)C(=S)N=C(N2)N. Drug 2: CC1=C(C(=CC=C1)Cl)NC(=O)C2=CN=C(S2)NC3=CC(=NC(=N3)C)N4CCN(CC4)CCO. Cell line: UACC62. Synergy scores: CSS=15.7, Synergy_ZIP=-1.67, Synergy_Bliss=-0.693, Synergy_Loewe=-0.626, Synergy_HSA=0.117.